This data is from Forward reaction prediction with 1.9M reactions from USPTO patents (1976-2016). The task is: Predict the product of the given reaction. (1) Given the reactants [CH2:1]([O:8][C:9]1[CH:14]=[CH:13][C:12]([C:15](=[O:17])[CH3:16])=[CH:11][C:10]=1[F:18])[C:2]1[CH:7]=[CH:6][CH:5]=[CH:4][CH:3]=1.[CH2:19](O)[CH2:20][OH:21].CC1C=CC(S(O)(=O)=O)=CC=1.C1(C)C=CC=CC=1, predict the reaction product. The product is: [CH2:1]([O:8][C:9]1[CH:14]=[CH:13][C:12]([C:15]2([CH3:16])[O:21][CH2:20][CH2:19][O:17]2)=[CH:11][C:10]=1[F:18])[C:2]1[CH:3]=[CH:4][CH:5]=[CH:6][CH:7]=1. (2) Given the reactants [F:1][C:2]1[C:7]([F:8])=[CH:6][CH:5]=[CH:4][C:3]=1[C:9]1[CH:14]=[C:13]([C:15]2[CH:20]=[CH:19][C:18]([CH3:21])=[CH:17][N:16]=2)[CH:12]=[C:11]([C:22](O)=[O:23])[CH:10]=1.Cl.[O:26]1[CH2:31][CH2:30][N:29]([CH2:32][C@H:33]([NH2:35])[CH3:34])[CH2:28][CH2:27]1.F[P-](F)(F)(F)(F)F.C[N+](C)=C(N(C)C)ON1C2N=CC=CC=2N=N1.C(N(CC)C(C)C)(C)C, predict the reaction product. The product is: [F:1][C:2]1[C:7]([F:8])=[CH:6][CH:5]=[CH:4][C:3]=1[C:9]1[CH:14]=[C:13]([C:15]2[CH:20]=[CH:19][C:18]([CH3:21])=[CH:17][N:16]=2)[CH:12]=[C:11]([C:22]([NH:35][C@H:33]([CH3:34])[CH2:32][N:29]2[CH2:30][CH2:31][O:26][CH2:27][CH2:28]2)=[O:23])[CH:10]=1. (3) Given the reactants [S:1](N)(N)(=[O:3])=[O:2].[NH2:6][C:7]1[C:8]([CH:17]([C:24]2[CH:29]=[CH:28][C:27]([F:30])=[CH:26][CH:25]=2)[NH:18][CH2:19][CH2:20][N:21]([CH3:23])[CH3:22])=[CH:9][CH:10]=[C:11]2[C:16]=1[N:15]=[CH:14][CH:13]=[CH:12]2, predict the reaction product. The product is: [F:30][C:27]1[CH:28]=[CH:29][C:24]([CH:17]2[C:8]3[CH:9]=[CH:10][C:11]4[C:16](=[N:15][CH:14]=[CH:13][CH:12]=4)[C:7]=3[NH:6][S:1](=[O:3])(=[O:2])[N:18]2[CH2:19][CH2:20][N:21]([CH3:23])[CH3:22])=[CH:25][CH:26]=1.